Dataset: Full USPTO retrosynthesis dataset with 1.9M reactions from patents (1976-2016). Task: Predict the reactants needed to synthesize the given product. (1) Given the product [Br:1][C:2]1[N:3]=[C:4]([CH:12]2[CH2:20][CH2:19][CH2:18][C:17]3[N:16]([CH3:21])[N:15]=[CH:14][C:13]2=3)[N:5]2[CH:10]=[CH:9][N:8]=[C:7]([NH2:22])[C:6]=12, predict the reactants needed to synthesize it. The reactants are: [Br:1][C:2]1[N:3]=[C:4]([CH:12]2[CH2:20][CH2:19][CH2:18][CH:17]3[CH:13]2[CH:14]=[N:15][N:16]3[CH3:21])[N:5]2[CH:10]=[CH:9][N:8]=[C:7](Cl)[C:6]=12.[NH3:22].CC(O)C. (2) Given the product [CH:36]1[C:37]2[CH:25]([CH2:24][O:23][C:21]([N:8]3[CH2:9][CH2:10][N:5]([C:3]([O:2][CH3:1])=[O:4])[C@H:6]([C:11]([OH:13])=[O:12])[CH2:7]3)=[O:22])[C:26]3[C:31](=[CH:30][CH:29]=[CH:28][CH:27]=3)[C:32]=2[CH:33]=[CH:34][CH:35]=1, predict the reactants needed to synthesize it. The reactants are: [CH3:1][O:2][C:3]([N:5]1[CH2:10][CH2:9][NH:8][CH2:7][C@H:6]1[C:11]([OH:13])=[O:12])=[O:4].C([O-])([O-])=O.[K+].[K+].Cl[C:21]([O:23][CH2:24][CH:25]1[C:37]2[CH:36]=[CH:35][CH:34]=[CH:33][C:32]=2[C:31]2[C:26]1=[CH:27][CH:28]=[CH:29][CH:30]=2)=[O:22]. (3) Given the product [OH:1][CH:2]([C:12]1[CH:13]=[N:14][CH:15]=[CH:16][CH:17]=1)[CH2:3][NH:4][C:5](=[O:11])[O:6][C:7]([CH3:10])([CH3:9])[CH3:8], predict the reactants needed to synthesize it. The reactants are: [O:1]=[C:2]([C:12]1[CH:13]=[N:14][CH:15]=[CH:16][CH:17]=1)[CH2:3][NH:4][C:5](=[O:11])[O:6][C:7]([CH3:10])([CH3:9])[CH3:8].[BH4-].[Na+].